Task: Predict the reaction yield, written as a fraction of the theoretical maximum amount of product (1.0 means a 100% yield; for example, 0.34 means a 34% yield).. Dataset: Reaction yield outcomes from USPTO patents with 853,638 reactions The reactants are O[CH:2]=[C:3]1[C:11]2[C:6](=[CH:7][C:8]([C:12]([C:14]3[CH:19]=[CH:18][C:17]([NH:20][C:21]([C:23]4[S:24][C:25]([C:28](=[O:30])[CH3:29])=[CH:26][CH:27]=4)=[O:22])=[CH:16][CH:15]=3)=[O:13])=[CH:9][CH:10]=2)[NH:5][C:4]1=[O:31].[NH2:32][C:33]1[CH:34]=[CH:35][C:36]([O:40][CH3:41])=[C:37]([OH:39])[CH:38]=1. The catalyst is C1COCC1. The product is [OH:39][C:37]1[CH:38]=[C:33]([NH:32][CH:2]=[C:3]2[C:11]3[C:6](=[CH:7][C:8]([C:12]([C:14]4[CH:15]=[CH:16][C:17]([NH:20][C:21]([C:23]5[S:24][C:25]([C:28](=[O:30])[CH3:29])=[CH:26][CH:27]=5)=[O:22])=[CH:18][CH:19]=4)=[O:13])=[CH:9][CH:10]=3)[NH:5][C:4]2=[O:31])[CH:34]=[CH:35][C:36]=1[O:40][CH3:41]. The yield is 0.740.